Task: Regression. Given two drug SMILES strings and cell line genomic features, predict the synergy score measuring deviation from expected non-interaction effect.. Dataset: NCI-60 drug combinations with 297,098 pairs across 59 cell lines (1) Drug 1: C1CC(C1)(C(=O)O)C(=O)O.[NH2-].[NH2-].[Pt+2]. Drug 2: CC1=C2C(C(=O)C3(C(CC4C(C3C(C(C2(C)C)(CC1OC(=O)C(C(C5=CC=CC=C5)NC(=O)OC(C)(C)C)O)O)OC(=O)C6=CC=CC=C6)(CO4)OC(=O)C)O)C)O. Cell line: RXF 393. Synergy scores: CSS=3.16, Synergy_ZIP=0.657, Synergy_Bliss=3.01, Synergy_Loewe=-0.0843, Synergy_HSA=-0.494. (2) Drug 1: CCCS(=O)(=O)NC1=C(C(=C(C=C1)F)C(=O)C2=CNC3=C2C=C(C=N3)C4=CC=C(C=C4)Cl)F. Drug 2: CC1=C2C(C(=O)C3(C(CC4C(C3C(C(C2(C)C)(CC1OC(=O)C(C(C5=CC=CC=C5)NC(=O)OC(C)(C)C)O)O)OC(=O)C6=CC=CC=C6)(CO4)OC(=O)C)O)C)O. Cell line: K-562. Synergy scores: CSS=63.9, Synergy_ZIP=19.8, Synergy_Bliss=20.3, Synergy_Loewe=-36.8, Synergy_HSA=17.6. (3) Drug 1: C1CCC(C1)C(CC#N)N2C=C(C=N2)C3=C4C=CNC4=NC=N3. Drug 2: CN1C(=O)N2C=NC(=C2N=N1)C(=O)N. Cell line: UO-31. Synergy scores: CSS=10.3, Synergy_ZIP=-3.02, Synergy_Bliss=-2.24, Synergy_Loewe=-15.4, Synergy_HSA=-2.68. (4) Cell line: HOP-92. Drug 2: C1=NNC2=C1C(=O)NC=N2. Drug 1: CC1=CC=C(C=C1)C2=CC(=NN2C3=CC=C(C=C3)S(=O)(=O)N)C(F)(F)F. Synergy scores: CSS=-1.96, Synergy_ZIP=-0.140, Synergy_Bliss=-1.27, Synergy_Loewe=-3.83, Synergy_HSA=-3.98. (5) Cell line: EKVX. Drug 2: CCCCCOC(=O)NC1=NC(=O)N(C=C1F)C2C(C(C(O2)C)O)O. Drug 1: C1C(C(OC1N2C=C(C(=O)NC2=O)F)CO)O. Synergy scores: CSS=4.81, Synergy_ZIP=-1.49, Synergy_Bliss=-0.925, Synergy_Loewe=2.90, Synergy_HSA=-0.485. (6) Drug 1: C1CN1C2=NC(=NC(=N2)N3CC3)N4CC4. Drug 2: CC1C(C(CC(O1)OC2CC(CC3=C2C(=C4C(=C3O)C(=O)C5=CC=CC=C5C4=O)O)(C(=O)C)O)N)O. Cell line: UO-31. Synergy scores: CSS=63.8, Synergy_ZIP=-5.59, Synergy_Bliss=-0.0267, Synergy_Loewe=0.767, Synergy_HSA=2.99. (7) Drug 1: C1=NC2=C(N1)C(=S)N=CN2. Drug 2: COCCOC1=C(C=C2C(=C1)C(=NC=N2)NC3=CC=CC(=C3)C#C)OCCOC.Cl. Cell line: NCI-H460. Synergy scores: CSS=6.79, Synergy_ZIP=-0.383, Synergy_Bliss=4.73, Synergy_Loewe=0.0228, Synergy_HSA=1.99. (8) Drug 1: CC(C1=C(C=CC(=C1Cl)F)Cl)OC2=C(N=CC(=C2)C3=CN(N=C3)C4CCNCC4)N. Drug 2: CCC1(C2=C(COC1=O)C(=O)N3CC4=CC5=C(C=CC(=C5CN(C)C)O)N=C4C3=C2)O.Cl. Cell line: HCT-15. Synergy scores: CSS=29.2, Synergy_ZIP=-3.21, Synergy_Bliss=0.686, Synergy_Loewe=-10.2, Synergy_HSA=-0.0408. (9) Drug 1: C1CN1C2=NC(=NC(=N2)N3CC3)N4CC4. Drug 2: C1=CC(=CC=C1CC(C(=O)O)N)N(CCCl)CCCl.Cl. Cell line: UACC62. Synergy scores: CSS=46.7, Synergy_ZIP=-4.50, Synergy_Bliss=-1.88, Synergy_Loewe=-6.08, Synergy_HSA=1.96.